Dataset: Forward reaction prediction with 1.9M reactions from USPTO patents (1976-2016). Task: Predict the product of the given reaction. The product is: [CH3:1][C:2]1[CH:3]=[C:4]([CH3:12])[C:5]2[C:6]([C:10]=1[NH:11][CH:15]([CH3:16])[C:14](=[O:13])[CH3:18])=[N:7][S:8][N:9]=2. Given the reactants [CH3:1][C:2]1[CH:3]=[C:4]([CH3:12])[C:5]2[C:6]([C:10]=1[NH2:11])=[N:7][S:8][N:9]=2.[OH:13][CH:14]([CH3:18])[C:15](=O)[CH3:16].Cl, predict the reaction product.